From a dataset of Peptide-MHC class I binding affinity with 185,985 pairs from IEDB/IMGT. Regression. Given a peptide amino acid sequence and an MHC pseudo amino acid sequence, predict their binding affinity value. This is MHC class I binding data. (1) The binding affinity (normalized) is 0.0735. The peptide sequence is NEYNRILV. The MHC is H-2-Kb with pseudo-sequence H-2-Kb. (2) The peptide sequence is RHDITGFIL. The MHC is HLA-B35:01 with pseudo-sequence HLA-B35:01. The binding affinity (normalized) is 0.0847. (3) The peptide sequence is FPREGVFVF. The MHC is HLA-A31:01 with pseudo-sequence HLA-A31:01. The binding affinity (normalized) is 0.0659. (4) The peptide sequence is ELANEVKVLL. The MHC is HLA-A02:06 with pseudo-sequence HLA-A02:06. The binding affinity (normalized) is 0.0664. (5) The peptide sequence is RRKTNLYGF. The MHC is HLA-B08:01 with pseudo-sequence HLA-B08:01. The binding affinity (normalized) is 0.0847.